Dataset: Full USPTO retrosynthesis dataset with 1.9M reactions from patents (1976-2016). Task: Predict the reactants needed to synthesize the given product. (1) Given the product [OH:17][C:13]1([C:20]2[CH:25]=[CH:24][CH:23]=[CH:22][CH:21]=2)[CH2:12][CH2:11][CH2:10][C:9]2[CH:8]=[C:7]([C:6]3[N:2]([CH3:1])[C:3]([C:18]#[N:19])=[CH:4][CH:5]=3)[CH:16]=[CH:15][C:14]1=2, predict the reactants needed to synthesize it. The reactants are: [CH3:1][N:2]1[C:6]([C:7]2[CH:16]=[CH:15][C:14]3[C:13](=[O:17])[CH2:12][CH2:11][CH2:10][C:9]=3[CH:8]=2)=[CH:5][CH:4]=[C:3]1[C:18]#[N:19].[C:20]1([Mg]Br)[CH:25]=[CH:24][CH:23]=[CH:22][CH:21]=1. (2) Given the product [Cl:20][C:17]1[CH:18]=[CH:19][C:14]([CH:7]([NH:6][C:4]([CH2:3][NH:2][C:27]([C:25]2[S:26][C:22]([Cl:21])=[CH:23][CH:24]=2)=[O:28])=[O:5])[C:8]2[CH:13]=[CH:12][CH:11]=[CH:10][CH:9]=2)=[CH:15][CH:16]=1, predict the reactants needed to synthesize it. The reactants are: Cl.[NH2:2][CH2:3][C:4]([NH:6][CH:7]([C:14]1[CH:19]=[CH:18][C:17]([Cl:20])=[CH:16][CH:15]=1)[C:8]1[CH:13]=[CH:12][CH:11]=[CH:10][CH:9]=1)=[O:5].[Cl:21][C:22]1[S:26][C:25]([C:27](O)=[O:28])=[CH:24][CH:23]=1. (3) Given the product [N:25]1[CH:30]=[CH:29][CH:28]=[CH:27][C:26]=1[C:31]([NH:6][C@H:5]([C:4]([OH:3])=[O:24])[CH2:7][C:8]1[CH:13]=[CH:12][C:11]([O:14][CH2:15][C:16]2[C:21]([Cl:22])=[CH:20][CH:19]=[CH:18][C:17]=2[Cl:23])=[CH:10][CH:9]=1)=[O:32], predict the reactants needed to synthesize it. The reactants are: Cl.C[O:3][C:4](=[O:24])[C@H:5]([CH2:7][C:8]1[CH:13]=[CH:12][C:11]([O:14][CH2:15][C:16]2[C:21]([Cl:22])=[CH:20][CH:19]=[CH:18][C:17]=2[Cl:23])=[CH:10][CH:9]=1)[NH2:6].[N:25]1[CH:30]=[CH:29][CH:28]=[CH:27][C:26]=1[C:31](O)=[O:32]. (4) Given the product [Cl:33][C:30]1[CH:31]=[CH:32][C:27]([CH:25]([OH:26])[C:3]2[C:4]3[C:9](=[O:10])[N:8]([CH2:11][CH2:12][CH2:13][O:14][CH:15]4[CH2:20][CH2:19][CH2:18][CH2:17][O:16]4)[C:7](=[O:21])[N:6]([CH3:22])[C:5]=3[N:23]=[CH:24][C:2]=2[C:46]2[CH:47]=[CH:48][CH:49]=[CH:50][C:45]=2[CH:42]([CH3:44])[CH3:43])=[CH:28][CH:29]=1, predict the reactants needed to synthesize it. The reactants are: Br[C:2]1[CH:24]=[N:23][C:5]2[N:6]([CH3:22])[C:7](=[O:21])[N:8]([CH2:11][CH2:12][CH2:13][O:14][CH:15]3[CH2:20][CH2:19][CH2:18][CH2:17][O:16]3)[C:9](=[O:10])[C:4]=2[C:3]=1[CH:25]([C:27]1[CH:32]=[CH:31][C:30]([Cl:33])=[CH:29][CH:28]=1)[OH:26].[O-]P([O-])([O-])=O.[K+].[K+].[K+].[CH:42]([C:45]1[CH:50]=[CH:49][CH:48]=[CH:47][C:46]=1B(O)O)([CH3:44])[CH3:43]. (5) Given the product [CH3:1][O:2][C@H:3]1[C@@H:7]2[O:8][C:9]([CH3:12])([CH3:11])[O:10][C@@H:6]2[C@@H:5]([C:13]2[NH:17][CH:16]=[N:15][N:14]=2)[O:4]1, predict the reactants needed to synthesize it. The reactants are: [CH3:1][O:2][C@H:3]1[C@@H:7]2[O:8][C:9]([CH3:12])([CH3:11])[O:10][C@@H:6]2[C@@H:5]([C:13]2[N:17](CC3C=CC=CC=3)[CH:16]=[N:15][N:14]=2)[O:4]1. (6) Given the product [CH2:13]([N:20]1[CH2:21][CH2:22][N:23]([N:26]2[CH2:2][CH2:3][CH2:4][NH:5][C:6]2=[O:12])[CH2:24][CH2:25]1)[C:14]1[CH:15]=[CH:16][CH:17]=[CH:18][CH:19]=1, predict the reactants needed to synthesize it. The reactants are: O=[CH:2][CH2:3][CH2:4][NH:5][C:6](=[O:12])OC(C)(C)C.[CH2:13]([N:20]1[CH2:25][CH2:24][N:23]([NH2:26])[CH2:22][CH2:21]1)[C:14]1[CH:19]=[CH:18][CH:17]=[CH:16][CH:15]=1.Cl.C(OCC)(=O)C.